Dataset: Forward reaction prediction with 1.9M reactions from USPTO patents (1976-2016). Task: Predict the product of the given reaction. The product is: [CH3:18][N:19]1[CH2:20][CH:21]=[C:22]([C:7]2[C:6]3[C:10](=[CH:11][CH:12]=[C:4]([N+:1]([O-:3])=[O:2])[CH:5]=3)[NH:9][CH:8]=2)[CH2:23][CH2:24]1. Given the reactants [N+:1]([C:4]1[CH:5]=[C:6]2[C:10](=[CH:11][CH:12]=1)[NH:9][CH:8]=[CH:7]2)([O-:3])=[O:2].N1CCCC1.[CH3:18][N:19]1[CH2:24][CH2:23][C:22](=O)[CH2:21][CH2:20]1, predict the reaction product.